Predict the reaction yield, written as a fraction of the theoretical maximum amount of product (1.0 means a 100% yield; for example, 0.34 means a 34% yield). From a dataset of Reaction yield outcomes from USPTO patents with 853,638 reactions. (1) The reactants are [C:1]([O:5][CH2:6][CH:7]([OH:10])[CH2:8][F:9])([CH3:4])([CH3:3])[CH3:2].C(=O)(O)[O-].[Na+].[Br-].[K+].Cl[O-].[Na+]. The catalyst is S(=O)(O)[O-].[Na+].O.ClCCl. The product is [C:1]([O:5][CH2:6][C:7](=[O:10])[CH2:8][F:9])([CH3:4])([CH3:3])[CH3:2]. The yield is 0.935. (2) The reactants are [Cl:1][C:2]1[CH:3]=[C:4]([CH:27]=[CH:28][C:29]=1[F:30])[NH:5][C:6]1[C:15]2[C:10](=[CH:11][C:12]([O:22][CH2:23][CH2:24][CH2:25]Cl)=[CH:13][C:14]=2[O:16][CH:17]2[CH2:21][CH2:20][O:19][CH2:18]2)[N:9]=[CH:8][N:7]=1.[NH:31]1[CH2:36][CH2:35][O:34][CH2:33][CH2:32]1. No catalyst specified. The product is [Cl:1][C:2]1[CH:3]=[C:4]([CH:27]=[CH:28][C:29]=1[F:30])[NH:5][C:6]1[C:15]2[C:10](=[CH:11][C:12]([O:22][CH2:23][CH2:24][CH2:25][N:31]3[CH2:36][CH2:35][O:34][CH2:33][CH2:32]3)=[CH:13][C:14]=2[O:16][CH:17]2[CH2:21][CH2:20][O:19][CH2:18]2)[N:9]=[CH:8][N:7]=1. The yield is 0.640. (3) The reactants are I[C:2]1[N:7]=[N:6][C:5]([NH:8][CH2:9][C:10]2[C:11]([C:16]3[CH:21]=[CH:20][CH:19]=[CH:18][CH:17]=3)=[N:12][O:13][C:14]=2[CH3:15])=[CH:4][CH:3]=1.[C:22](=[O:25])([O-])[O-:23].[Na+].[Na+].[CH3:28]O. The catalyst is C1(P(C2C=CC=CC=2)[C-]2C=CC=C2)C=CC=CC=1.[C-]1(P(C2C=CC=CC=2)C2C=CC=CC=2)C=CC=C1.[Fe+2].C([O-])(=O)C.[Pd+2].C([O-])(=O)C. The product is [CH3:28][O:23][C:22]([C:2]1[N:7]=[N:6][C:5]([NH:8][CH2:9][C:10]2[C:11]([C:16]3[CH:21]=[CH:20][CH:19]=[CH:18][CH:17]=3)=[N:12][O:13][C:14]=2[CH3:15])=[CH:4][CH:3]=1)=[O:25]. The yield is 0.870. (4) The reactants are [O:1]=[C:2]1[C:10]2([CH2:14][O:13][C:12]3[CH:15]=[C:16]4[C:20](=[CH:21][C:11]2=3)[CH2:19][CH2:18][O:17]4)[C:9]2[C:4](=[CH:5][CH:6]=[CH:7][CH:8]=2)[N:3]1[CH2:22][C:23]1[CH:24]=[C:25]([CH:28]=[CH:29][CH:30]=1)[C:26]#[N:27].[NH2:31][OH:32]. The catalyst is CS(C)=O. The product is [OH:32][N:31]=[C:26]([C:25]1[CH:28]=[CH:29][CH:30]=[C:23]([CH2:22][N:3]2[C:4]3[C:9](=[CH:8][CH:7]=[CH:6][CH:5]=3)[C:10]3([CH2:14][O:13][C:12]4[CH:15]=[C:16]5[C:20](=[CH:21][C:11]3=4)[CH2:19][CH2:18][O:17]5)[C:2]2=[O:1])[CH:24]=1)[NH2:27]. The yield is 0.680.